Dataset: Reaction yield outcomes from USPTO patents with 853,638 reactions. Task: Predict the reaction yield, written as a fraction of the theoretical maximum amount of product (1.0 means a 100% yield; for example, 0.34 means a 34% yield). (1) The reactants are [CH2:1]([O:8][C@H:9]1[C@H:15]([O:16][CH2:17][C:18]2[CH:23]=[CH:22][CH:21]=[CH:20][CH:19]=2)[C@@H:14]([O:24][CH2:25][C:26]2[CH:31]=[CH:30][CH:29]=[CH:28][CH:27]=2)[C@:13]2([C:33]3[CH:38]=[CH:37][C:36]([Cl:39])=[C:35]([CH2:40][C:41]4[CH:46]=[CH:45][C:44]([O:47][CH3:48])=[C:43]([F:49])[C:42]=4[F:50])[CH:34]=3)[O:32][C@@:10]1([CH2:51][OH:52])[CH2:11][O:12]2)[C:2]1[CH:7]=[CH:6][CH:5]=[CH:4][CH:3]=1.I(C1C=CC=CC=1C(O)=O)(=O)=O. The catalyst is C(OCC)(=O)C. The product is [CH2:1]([O:8][C@H:9]1[C@H:15]([O:16][CH2:17][C:18]2[CH:19]=[CH:20][CH:21]=[CH:22][CH:23]=2)[C@@H:14]([O:24][CH2:25][C:26]2[CH:31]=[CH:30][CH:29]=[CH:28][CH:27]=2)[C@:13]2([C:33]3[CH:38]=[CH:37][C:36]([Cl:39])=[C:35]([CH2:40][C:41]4[CH:46]=[CH:45][C:44]([O:47][CH3:48])=[C:43]([F:49])[C:42]=4[F:50])[CH:34]=3)[O:32][C@@:10]1([CH:51]=[O:52])[CH2:11][O:12]2)[C:2]1[CH:7]=[CH:6][CH:5]=[CH:4][CH:3]=1. The yield is 1.00. (2) The reactants are Br[C:2]1[CH:3]=[CH:4][C:5]2[C:11]3[S:12][C:13]([C:15]([N:17]([C:19]4[CH:24]=[C:23]([C:25]([N:27]5[CH2:30][C:29]([F:32])([F:31])[CH2:28]5)=[O:26])[CH:22]=[CH:21][C:20]=4[Cl:33])[CH3:18])=[O:16])=[CH:14][C:10]=3[CH2:9][CH2:8][O:7][C:6]=2[CH:34]=1.CC1(C)C2C(=C(P(C3C=CC=CC=3)C3C=CC=CC=3)C=CC=2)[O:56][C:38]2C(P(C3C=CC=CC=3)C3C=CC=CC=3)=CC=CC1=2.[CH3:77][S:78]([CH2:81][CH2:82][NH2:83])(=[O:80])=[O:79].Cl.C([O-])([O-])=O.[Na+].[Na+]. The catalyst is C1(C)C=CC=CC=1.CN(C=O)C.CC([O-])=O.CC([O-])=O.[Pd+2]. The product is [Cl:33][C:20]1[CH:21]=[CH:22][C:23]([C:25]([N:27]2[CH2:28][C:29]([F:31])([F:32])[CH2:30]2)=[O:26])=[CH:24][C:19]=1[N:17]([CH3:18])[C:15]([C:13]1[S:12][C:11]2[C:5]3[CH:4]=[CH:3][C:2]([C:38]([NH:83][CH2:82][CH2:81][S:78]([CH3:77])(=[O:80])=[O:79])=[O:56])=[CH:34][C:6]=3[O:7][CH2:8][CH2:9][C:10]=2[CH:14]=1)=[O:16]. The yield is 0.270. (3) The reactants are [F:1][C:2]([F:7])([F:6])[C:3]([OH:5])=[O:4].[F:8][C:9]([F:14])([F:13])[C:10]([OH:12])=[O:11].FC(F)(F)C(O)=O.[CH3:22][C:23]1[CH:32]=[C:31]([CH2:33][O:34][C:35]2[CH:40]=[CH:39][C:38]([C:41]3([N:50]4[CH2:55][CH2:54][NH:53][CH2:52][CH2:51]4)[C:46](=[O:47])[NH:45][C:44](=[O:48])[NH:43][C:42]3=[O:49])=[CH:37][CH:36]=2)[C:30]2[C:25](=[CH:26][CH:27]=[CH:28][CH:29]=2)[N:24]=1.[CH3:56][S:57](Cl)(=[O:59])=[O:58]. No catalyst specified. The product is [F:1][C:2]([F:7])([F:6])[C:3]([OH:5])=[O:4].[F:8][C:9]([F:14])([F:13])[C:10]([OH:12])=[O:11].[CH3:22][C:23]1[CH:32]=[C:31]([CH2:33][O:34][C:35]2[CH:36]=[CH:37][C:38]([C:41]3([N:50]4[CH2:55][CH2:54][N:53]([S:57]([CH3:56])(=[O:59])=[O:58])[CH2:52][CH2:51]4)[C:46](=[O:47])[NH:45][C:44](=[O:48])[NH:43][C:42]3=[O:49])=[CH:39][CH:40]=2)[C:30]2[C:25](=[CH:26][CH:27]=[CH:28][CH:29]=2)[N:24]=1. The yield is 0.370. (4) The catalyst is N1C=CC=CC=1. The reactants are [O:1]1[C:5]2[CH:6]=[CH:7][C:8]([CH2:10][C:11]3O[C:13](=O)[C:14]4[CH:20]=[CH:19][C:18]([S:21]([NH2:24])(=[O:23])=[O:22])=[CH:17][C:15]=4[N:16]=3)=[CH:9][C:4]=2[O:3][CH2:2]1.C(=O)(O)O.[NH2:30][NH:31][C:32]([NH2:34])=[NH:33]. The yield is 0.120. The product is [NH2:34][C:32]1[N:33]=[C:13]2[N:30]([C:11]([CH2:10][C:8]3[CH:7]=[CH:6][C:5]4[O:1][CH2:2][O:3][C:4]=4[CH:9]=3)=[N:16][C:15]3[CH:17]=[C:18]([S:21]([NH2:24])(=[O:23])=[O:22])[CH:19]=[CH:20][C:14]=32)[N:31]=1. (5) The reactants are Cl[C:2]1[CH:3]=[CH:4][C:5]2[N:6]=[CH:7][NH:8][C:9](=[O:12])[C:10]=2[N:11]=1.[CH3:13][O:14][C:15]1[CH:20]=[CH:19][C:18](B(O)O)=[CH:17][C:16]=1[CH3:24].C(=O)([O-])[O-].[K+].[K+]. The catalyst is O1CCOCC1.O.C1C=CC([P]([Pd]([P](C2C=CC=CC=2)(C2C=CC=CC=2)C2C=CC=CC=2)([P](C2C=CC=CC=2)(C2C=CC=CC=2)C2C=CC=CC=2)[P](C2C=CC=CC=2)(C2C=CC=CC=2)C2C=CC=CC=2)(C2C=CC=CC=2)C2C=CC=CC=2)=CC=1. The product is [CH3:24][C:16]1[CH:17]=[C:18]([C:2]2[CH:3]=[CH:4][C:5]3[N:6]=[CH:7][NH:8][C:9](=[O:12])[C:10]=3[N:11]=2)[CH:19]=[CH:20][C:15]=1[O:14][CH3:13]. The yield is 0.770.